Dataset: Catalyst prediction with 721,799 reactions and 888 catalyst types from USPTO. Task: Predict which catalyst facilitates the given reaction. (1) Reactant: [Cl:1][C:2]1[CH:10]=[C:9]([Cl:11])[C:5]([C:6]([OH:8])=[O:7])=[C:4]([N+:12]([O-:14])=[O:13])[C:3]=1[OH:15].[C:16]([O-])([O-])=O.[K+].[K+].IC.Cl. Product: [Cl:1][C:2]1[CH:10]=[C:9]([Cl:11])[C:5]([C:6]([OH:8])=[O:7])=[C:4]([N+:12]([O-:14])=[O:13])[C:3]=1[O:15][CH3:16]. The catalyst class is: 18. (2) Reactant: [C:1]([O:5][C:6](=[O:24])[NH:7][CH2:8][C:9]1([CH2:18][CH:19]2[O:23][CH2:22][CH2:21][O:20]2)[C:17]2[C:12](=[CH:13][CH:14]=[CH:15][CH:16]=2)[CH2:11][CH2:10]1)([CH3:4])([CH3:3])[CH3:2].IC.[CH3:27][Si]([N-][Si](C)(C)C)(C)C.[Na+]. Product: [C:1]([O:5][C:6](=[O:24])[N:7]([CH2:8][C:9]1([CH2:18][CH:19]2[O:23][CH2:22][CH2:21][O:20]2)[C:17]2[C:12](=[CH:13][CH:14]=[CH:15][CH:16]=2)[CH2:11][CH2:10]1)[CH3:27])([CH3:4])([CH3:2])[CH3:3]. The catalyst class is: 1. (3) Product: [CH2:12]([O:15][C:16](=[O:26])[C:17]([C:18]1[CH:23]=[C:22]([Br:24])[CH:21]=[CH:20][C:19]=1[F:25])=[N+:40]=[N-:41])[CH:13]=[CH2:14]. Reactant: N12CCCN=C1CCCCC2.[CH2:12]([O:15][C:16](=[O:26])[CH2:17][C:18]1[CH:23]=[C:22]([Br:24])[CH:21]=[CH:20][C:19]=1[F:25])[CH:13]=[CH2:14].C(NC1C=CC(S([N:40]=[N+:41]=[N-])(=O)=O)=CC=1)(=O)C. The catalyst class is: 1. (4) Reactant: [N+:1]([C:4]1[CH:16]=[C:7]2[CH2:8][N:9]([CH:12]3[CH2:15][O:14][CH2:13]3)[CH2:10][CH2:11][N:6]2[N:5]=1)([O-])=O. Product: [O:14]1[CH2:15][CH:12]([N:9]2[CH2:10][CH2:11][N:6]3[N:5]=[C:4]([NH2:1])[CH:16]=[C:7]3[CH2:8]2)[CH2:13]1. The catalyst class is: 29. (5) Reactant: Cl[C:2]1[N:7]2[CH:8]=[CH:9][N:10]=[C:6]2[CH:5]=[C:4]([Cl:11])[N:3]=1.FC(F)(F)C(O)=O.[NH2:19][CH2:20][CH2:21][NH:22][C:23]1[N:28]=[C:27]([NH2:29])[C:26]([N+:30]([O-:32])=[O:31])=[CH:25][CH:24]=1.CCN(C(C)C)C(C)C.O. Product: [Cl:11][C:4]1[N:3]=[C:2]([NH:19][CH2:20][CH2:21][NH:22][C:23]2[N:28]=[C:27]([NH2:29])[C:26]([N+:30]([O-:32])=[O:31])=[CH:25][CH:24]=2)[N:7]2[CH:8]=[CH:9][N:10]=[C:6]2[CH:5]=1. The catalyst class is: 16. (6) Reactant: O=[C:2]([CH2:6][CH3:7])[CH2:3][C:4]#[N:5].[NH2:8][C:9]1[N:13]=[CH:12][NH:11][N:10]=1. Product: [CH2:6]([C:2]1[CH:3]=[C:4]([NH2:5])[N:10]2[N:11]=[CH:12][N:13]=[C:9]2[N:8]=1)[CH3:7]. The catalyst class is: 15.